The task is: Predict the product of the given reaction.. This data is from Forward reaction prediction with 1.9M reactions from USPTO patents (1976-2016). (1) Given the reactants [H-].[Na+].[F:3][CH:4]([F:13])[C:5](=[O:12])[CH2:6][C:7]([O:9][CH2:10][CH3:11])=[O:8].Br[CH2:15][C:16]([O:18][CH2:19][CH3:20])=[O:17].[Cl-].[NH4+], predict the reaction product. The product is: [F:3][CH:4]([F:13])[C:5]([CH:6]([CH2:15][C:16]([O:18][CH2:19][CH3:20])=[O:17])[C:7]([O:9][CH2:10][CH3:11])=[O:8])=[O:12]. (2) Given the reactants [Na:1].[CH2:2]1[O:4][CH2:3]1.[C:5]([OH:10])(=[O:9])[C:6]([CH3:8])=[CH2:7].[CH2:11]=[CH:12][C:13]1[CH:18]=[CH:17][CH:16]=[CH:15][CH:14]=1.S(OOS([O-])(=O)=O)([O-])(=O)=O.[NH4+].[NH4+], predict the reaction product. The product is: [CH:11]([CH2:7][C:6](=[CH2:8])[C:5]([OH:10])=[O:9])=[CH:12][C:13]1[CH:18]=[CH:17][CH:16]=[CH:15][CH:14]=1.[Na:1].[CH2:3]1[O:4][CH2:2]1.[C:5]([OH:10])(=[O:9])[C:6]([CH3:8])=[CH2:7]. (3) Given the reactants [F:1][C@H:2]1[C@@H:7]([O:8][C:9]2[CH:16]=[CH:15][C:14]([C:17]3[N:22]=[C:21]([NH:23][C:24]4[CH:29]=[CH:28][C:27]([N:30]5[CH2:35][CH2:34][N:33]([CH2:36][CH2:37][OH:38])[CH2:32][CH2:31]5)=[CH:26][CH:25]=4)[N:20]=[CH:19][N:18]=3)=[CH:13][C:10]=2[C:11]#[N:12])[CH2:6][CH2:5][NH:4][CH2:3]1.C(N(C(C)C)CC)(C)C.[C:48](O)(=[O:52])[C@H:49]([CH3:51])[OH:50].F[P-](F)(F)(F)(F)F.CN(C(N(C)C)=[N+]1C2C(=NC=CC=2)[N+]([O-])=N1)C.CN(C(ON1N=NC2C=CC=NC1=2)=[N+](C)C)C.F[P-](F)(F)(F)(F)F, predict the reaction product. The product is: [F:1][C@H:2]1[C@@H:7]([O:8][C:9]2[CH:16]=[CH:15][C:14]([C:17]3[N:22]=[C:21]([NH:23][C:24]4[CH:25]=[CH:26][C:27]([N:30]5[CH2:31][CH2:32][N:33]([CH2:36][CH2:37][OH:38])[CH2:34][CH2:35]5)=[CH:28][CH:29]=4)[N:20]=[CH:19][N:18]=3)=[CH:13][C:10]=2[C:11]#[N:12])[CH2:6][CH2:5][N:4]([C:48](=[O:52])[C@@H:49]([OH:50])[CH3:51])[CH2:3]1.